This data is from Full USPTO retrosynthesis dataset with 1.9M reactions from patents (1976-2016). The task is: Predict the reactants needed to synthesize the given product. (1) Given the product [F:22][C:20]([F:23])([F:21])[CH2:19][O:18][C:15]1[CH:16]=[CH:17][C:12]([O:11][C:10]2[CH:9]=[C:8]([CH:26]=[CH:25][CH:24]=2)[CH:7]=[C:4]2[CH2:5][CH2:6][N:1]([C:34]([NH:33][C:29]3[N:28]=[N:27][CH:32]=[CH:31][CH:30]=3)=[O:35])[CH2:2][CH2:3]2)=[N:13][CH:14]=1, predict the reactants needed to synthesize it. The reactants are: [NH:1]1[CH2:6][CH2:5][C:4](=[CH:7][C:8]2[CH:9]=[C:10]([CH:24]=[CH:25][CH:26]=2)[O:11][C:12]2[CH:17]=[CH:16][C:15]([O:18][CH2:19][C:20]([F:23])([F:22])[F:21])=[CH:14][N:13]=2)[CH2:3][CH2:2]1.[N:27]1[CH:32]=[CH:31][CH:30]=[C:29]([NH:33][C:34](=O)[O:35]C2C=CC=CC=2)[N:28]=1.C(N(CC)CC)C. (2) Given the product [Cl:6][C:7]1[C:12]([CH3:13])=[N:11][C:10]([S:14][CH3:15])=[N:9][C:8]=1[CH2:16][S:2]([CH3:1])(=[O:4])=[O:3], predict the reactants needed to synthesize it. The reactants are: [CH3:1][S:2](Cl)(=[O:4])=[O:3].[Cl:6][C:7]1[C:8]([CH2:16]O)=[N:9][C:10]([S:14][CH3:15])=[N:11][C:12]=1[CH3:13].CCN(CC)CC. (3) The reactants are: N1C=CC=CC=1.[N+:7]([C:10]1[CH:15]=[CH:14][C:13]([CH2:16][C:17]([OH:19])=[O:18])=[CH:12][CH:11]=1)([O-:9])=[O:8].[CH3:20][C:21]([CH3:26])([CH3:25])[C:22](Cl)=[O:23]. Given the product [CH3:20][C:21]([CH3:26])([CH3:25])[C:22]([O:18][C:17](=[O:19])[CH2:16][C:13]1[CH:12]=[CH:11][C:10]([N+:7]([O-:9])=[O:8])=[CH:15][CH:14]=1)=[O:23], predict the reactants needed to synthesize it. (4) Given the product [C:14]([C:12]1[CH:13]=[C:8]2[CH:7]=[CH:6][NH:5][C:9]2=[N:10][CH:11]=1)([CH3:16])=[CH2:15], predict the reactants needed to synthesize it. The reactants are: C([Si](C(C)C)(C(C)C)[N:5]1[C:9]2=[N:10][CH:11]=[C:12]([C:14](O)([CH3:16])[CH3:15])[CH:13]=[C:8]2[CH:7]=[CH:6]1)(C)C.C([SiH](CC)CC)C.FC(F)(F)C(O)=O.O. (5) Given the product [CH2:8]([C:7]1[CH:6]=[C:5]([CH2:4][CH2:3][CH2:2][Br:1])[CH:10]=[CH:9][C:19]=1[OH:22])[C:9]1[CH:10]=[C:5]([CH2:4][CH2:3][CH2:2][Br:1])[CH:6]=[CH:7][C:8]=1[OH:11], predict the reactants needed to synthesize it. The reactants are: [Br:1][CH2:2][CH2:3][CH2:4][C:5]1[CH:10]=[CH:9][C:8]([OH:11])=[CH:7][CH:6]=1.C=O.S(=O)(=O)(O)O.[C:19](=[O:22])([O-])O.[Na+].O. (6) Given the product [CH3:9][C:2]([N+:10]([O-:12])=[O:11])([CH3:1])[CH2:3][CH2:4][C:5]([OH:7])=[O:6], predict the reactants needed to synthesize it. The reactants are: [CH3:1][C:2]([N+:10]([O-:12])=[O:11])([CH3:9])[CH2:3][CH2:4][C:5]([O:7]C)=[O:6].[OH-].[Na+]. (7) Given the product [CH3:70][C:62]1[CH:61]=[C:60]([N:57]2[C:47]3[N:48]=[C:49]([N:51]4[CH2:52][CH2:53][O:54][CH2:55][CH2:56]4)[N:50]=[C:45]([C:41]4[CH:40]=[C:39]([OH:38])[CH:44]=[CH:43][CH:42]=4)[C:46]=3[CH2:59][CH2:58]2)[C:69]2[C:64](=[CH:65][CH:66]=[CH:67][CH:68]=2)[N:63]=1, predict the reactants needed to synthesize it. The reactants are: ClC1C(CCCl)=C(C2C=CC=C(OC)C=2)N=C(N2CCOCC2)N=1.CC1C=C(N)C2C(=CC=CC=2)N=1.C[O:38][C:39]1[CH:40]=[C:41]([C:45]2[C:46]3[CH2:59][CH2:58][N:57]([C:60]4[C:69]5[C:64](=[CH:65][CH:66]=[CH:67][CH:68]=5)[N:63]=[C:62]([CH3:70])[CH:61]=4)[C:47]=3[N:48]=[C:49]([N:51]3[CH2:56][CH2:55][O:54][CH2:53][CH2:52]3)[N:50]=2)[CH:42]=[CH:43][CH:44]=1. (8) Given the product [F:16][C:13]([F:14])([F:15])[CH2:12][O:11][C:7]1[N:6]=[C:5]([CH2:4][NH2:1])[CH:10]=[CH:9][CH:8]=1, predict the reactants needed to synthesize it. The reactants are: [N:1]([CH2:4][C:5]1[CH:10]=[CH:9][CH:8]=[C:7]([O:11][CH2:12][C:13]([F:16])([F:15])[F:14])[N:6]=1)=[N+]=[N-]. (9) Given the product [CH3:20][N:18]1[CH:19]=[C:15]([N:14]2[C:5]3[C:4]4[CH:3]=[C:2]([C:32]5[CH:31]=[CH:30][C:29]([N:24]6[CH:28]=[CH:27][CH:26]=[N:25]6)=[CH:34][CH:33]=5)[CH:11]=[CH:10][C:9]=4[N:8]=[CH:7][C:6]=3[N:12]([CH3:23])[C:13]2=[O:22])[C:16]([CH3:21])=[N:17]1, predict the reactants needed to synthesize it. The reactants are: Br[C:2]1[CH:11]=[CH:10][C:9]2[N:8]=[CH:7][C:6]3[N:12]([CH3:23])[C:13](=[O:22])[N:14]([C:15]4[C:16]([CH3:21])=[N:17][N:18]([CH3:20])[CH:19]=4)[C:5]=3[C:4]=2[CH:3]=1.[N:24]1([C:29]2[CH:34]=[CH:33][C:32](B(O)O)=[CH:31][CH:30]=2)[CH:28]=[CH:27][CH:26]=[N:25]1. (10) Given the product [Cl:60][C:59]1[CH:58]=[CH:57][C:51]([C:52](=[O:53])[N:54]([CH3:56])[CH3:55])=[CH:50][C:49]=1[NH:48][C:20]([C:18]1[C:17](=[O:23])[NH:16][C:14]2[N:15]=[C:10]([O:9][CH3:8])[N:11]=[CH:12][C:13]=2[CH:19]=1)=[O:22], predict the reactants needed to synthesize it. The reactants are: C(N(CC)CC)C.[CH3:8][O:9][C:10]1[N:11]=[CH:12][C:13]2[CH:19]=[C:18]([C:20]([OH:22])=O)[C:17](=[O:23])[NH:16][C:14]=2[N:15]=1.CN(C(ON1N=NC2C=CC=NC1=2)=[N+](C)C)C.F[P-](F)(F)(F)(F)F.[NH2:48][C:49]1[CH:50]=[C:51]([CH:57]=[CH:58][C:59]=1[Cl:60])[C:52]([N:54]([CH3:56])[CH3:55])=[O:53].C(=O)(O)[O-].[Na+].